Dataset: Full USPTO retrosynthesis dataset with 1.9M reactions from patents (1976-2016). Task: Predict the reactants needed to synthesize the given product. Given the product [CH3:24][O:23][C:3]1[CH:4]=[C:5]2[C:10](=[CH:11][C:2]=1[O:1][CH2:33][CH2:34][N:35]1[CH2:40][CH2:39][O:38][CH2:37][CH2:36]1)[N:9]=[CH:8][N:7]=[C:6]2[O:12][C:13]1[CH:14]=[C:15]2[C:19](=[CH:20][CH:21]=1)[NH:18][CH:17]=[C:16]2[CH3:22], predict the reactants needed to synthesize it. The reactants are: [OH:1][C:2]1[CH:11]=[C:10]2[C:5]([C:6]([O:12][C:13]3[CH:14]=[C:15]4[C:19](=[CH:20][CH:21]=3)[NH:18][CH:17]=[C:16]4[CH3:22])=[N:7][CH:8]=[N:9]2)=[CH:4][C:3]=1[O:23][CH3:24].C(=O)([O-])[O-].[K+].[K+].Cl.Cl[CH2:33][CH2:34][N:35]1[CH2:40][CH2:39][O:38][CH2:37][CH2:36]1.